Dataset: Full USPTO retrosynthesis dataset with 1.9M reactions from patents (1976-2016). Task: Predict the reactants needed to synthesize the given product. (1) The reactants are: [N:1]1([C:7]([N:9]2[CH2:14][CH:13]([C:15]3[CH:20]=[CH:19][C:18]([C:21]([F:24])([F:23])[F:22])=[CH:17][CH:16]=3)[CH2:12][CH:11]([C:25]([OH:27])=O)[CH2:10]2)=[O:8])[CH2:6][CH2:5][S:4][CH2:3][CH2:2]1.[CH2:28]([O:30][CH2:31][CH2:32][C:33](=[N:35]O)[NH2:34])[CH3:29]. Given the product [CH2:28]([O:30][CH2:31][CH2:32][C:33]1[N:35]=[C:25]([CH:11]2[CH2:12][CH:13]([C:15]3[CH:20]=[CH:19][C:18]([C:21]([F:22])([F:23])[F:24])=[CH:17][CH:16]=3)[CH2:14][N:9]([C:7]([N:1]3[CH2:6][CH2:5][S:4][CH2:3][CH2:2]3)=[O:8])[CH2:10]2)[O:27][N:34]=1)[CH3:29], predict the reactants needed to synthesize it. (2) Given the product [C:1]([O:5][C:6](=[O:7])[NH:8][C@@H:9]([CH2:10][C:11](=[O:13])[N:38]1[CH2:39][CH2:40][N:41]2[C:45]([C:46]([F:49])([F:47])[F:48])=[N:44][N:43]=[C:42]2[CH2:50]1)[CH2:14][C:15]1[CH:20]=[C:19]([F:21])[C:18]([F:22])=[CH:17][C:16]=1[F:23])([CH3:2])([CH3:3])[CH3:4], predict the reactants needed to synthesize it. The reactants are: [C:1]([O:5][C:6]([NH:8][CH:9]([CH2:14][C:15]1[CH:20]=[C:19]([F:21])[C:18]([F:22])=[CH:17][C:16]=1[F:23])[CH2:10][C:11]([OH:13])=O)=[O:7])([CH3:4])([CH3:3])[CH3:2].C1C(C[C@@H](N)CC([N:38]2[CH2:50][C:42]3=[N:43][N:44]=[C:45]([C:46]([F:49])([F:48])[F:47])[N:41]3[CH2:40][CH2:39]2)=O)=C(F)C=C(F)C=1F.O.OP(O)(O)=O.CCN(C(C)C)C(C)C.Cl.FC(F)(F)C1N2CCNCC2=NN=1.ClC1C=C(B(O)O)C=CC=1.C(OC(C)C)(C)C. (3) Given the product [O:22]1[C:26]2[CH:27]=[CH:28][C:29]([C:31]3[CH:32]=[CH:35][C:36]([C:45]4[N:12]([CH2:11][C@@H:8]5[CH2:9][CH2:10][N:6]([C:4]([CH:1]6[CH2:3][CH2:2]6)=[O:5])[CH2:7]5)[C:13]5[CH:18]=[C:17]([O:19][CH3:20])[CH:16]=[CH:15][C:14]=5[N:21]=4)=[CH:37][CH:38]=3)=[CH:30][C:25]=2[CH:24]=[CH:23]1, predict the reactants needed to synthesize it. The reactants are: [CH:1]1([C:4]([N:6]2[CH2:10][CH2:9][C@@H:8]([CH2:11][NH:12][C:13]3[C:14]([NH2:21])=[CH:15][CH:16]=[C:17]([O:19][CH3:20])[CH:18]=3)[CH2:7]2)=[O:5])[CH2:3][CH2:2]1.[O:22]1[C:26]2[CH:27]=[CH:28][C:29]([C:31]3[CH:38]=[CH:37][CH:36]=[CH:35][C:32]=3C=O)=[CH:30][C:25]=2[CH:24]=[CH:23]1.OOS([O-])=O.[K+].[CH3:45]N(C=O)C. (4) Given the product [Cl:1][C:2]1[C:11]2[CH:10]([OH:12])[CH2:9][CH2:8][CH2:7][C:6]=2[N:5]=[C:4]([C:13]2[C:18]([CH2:19][CH3:20])=[CH:17][CH:16]=[CH:15][C:14]=2[CH2:21][CH3:22])[CH:3]=1, predict the reactants needed to synthesize it. The reactants are: [Cl:1][C:2]1[C:11]2[C:10](=[O:12])[CH2:9][CH2:8][CH2:7][C:6]=2[N:5]=[C:4]([C:13]2[C:18]([CH2:19][CH3:20])=[CH:17][CH:16]=[CH:15][C:14]=2[CH2:21][CH3:22])[CH:3]=1.[BH4-].[Na+]. (5) The reactants are: [Cl:1][C:2]1[CH:3]=[C:4]([C:8]#[C:9][C:10]2[N:11]=[C:12]([CH3:22])[N:13]([C:15]3[CH:20]=[CH:19][NH:18][C:17](=[O:21])[CH:16]=3)[CH:14]=2)[CH:5]=[CH:6][CH:7]=1.[CH2:23](I)[CH3:24]. Given the product [Cl:1][C:2]1[CH:3]=[C:4]([C:8]#[C:9][C:10]2[N:11]=[C:12]([CH3:22])[N:13]([C:15]3[CH:20]=[CH:19][N:18]([CH2:23][CH3:24])[C:17](=[O:21])[CH:16]=3)[CH:14]=2)[CH:5]=[CH:6][CH:7]=1, predict the reactants needed to synthesize it. (6) Given the product [Cl:1][C:2]1[CH:7]=[CH:6][C:5]([S:8][C:9]2[C:17]3[C:16]([CH:18]([OH:20])[CH3:19])=[CH:15][C:14]([F:21])=[CH:13][C:12]=3[N:11]3[CH2:22][CH2:23][CH:24]([CH2:25][C:26]([O:28][CH3:29])=[O:27])[C:10]=23)=[CH:4][CH:3]=1, predict the reactants needed to synthesize it. The reactants are: [Cl:1][C:2]1[CH:7]=[CH:6][C:5]([S:8][C:9]2[C:17]3[C:16]([CH:18]([OH:20])[CH3:19])=[CH:15][C:14]([F:21])=[CH:13][C:12]=3[N:11]3[CH2:22][CH2:23][CH:24]([CH2:25][C:26]([OH:28])=[O:27])[C:10]=23)=[CH:4][CH:3]=1.[CH3:29]COCC.